This data is from Catalyst prediction with 721,799 reactions and 888 catalyst types from USPTO. The task is: Predict which catalyst facilitates the given reaction. (1) The catalyst class is: 519. Reactant: [NH2:1][C:2]1[CH:7]=[CH:6][C:5]([N+:8]([O-:10])=[O:9])=[CH:4][N:3]=1.[CH3:11][C:12]1[CH:17]=[CH:16][CH:15]=[C:14]([CH3:18])[C:13]=1[N+:19]#[C-:20].[CH:21](=[O:23])[CH3:22].[C:24]([Cl:27])(=O)[CH3:25]. Product: [Cl-:27].[C:21]([N+:1]1[C:24]([CH3:25])=[C:20]([NH:19][C:13]2[C:14]([CH3:18])=[CH:15][CH:16]=[CH:17][C:12]=2[CH3:11])[N:3]2[CH:4]=[C:5]([N+:8]([O-:10])=[O:9])[CH:6]=[CH:7][C:2]=12)(=[O:23])[CH3:22]. (2) Reactant: C([O:4][C:5]([C:7]1[CH:12]=[N:11][C:10]([O:13][CH2:14][CH2:15][CH3:16])=[CH:9][N:8]=1)=O)CC.[H-].[H-].[H-].[H-].[Li+].[Al+3]. Product: [CH2:14]([O:13][C:10]1[N:11]=[CH:12][C:7]([CH:5]=[O:4])=[N:8][CH:9]=1)[CH2:15][CH3:16]. The catalyst class is: 1. (3) Reactant: C(O[C:4](=O)[CH2:5][C:6]#[N:7])C.[H-].[Na+].F[C:12]1[CH:17]=[CH:16][C:15]([N+:18]([O-:20])=[O:19])=[CH:14][C:13]=1C. Product: [CH3:12][C:13]1[CH:14]=[C:15]([N+:18]([O-:20])=[O:19])[CH:16]=[CH:17][C:4]=1[CH2:5][C:6]#[N:7]. The catalyst class is: 3. (4) Reactant: [CH3:1][C@H:2]1[CH2:7][NH:6][C@H:5]([CH3:8])[CH2:4][N:3]1[C:9]([O:11][CH2:12][CH3:13])=[O:10].[CH2:14](Br)[CH:15]=[CH2:16].C(=O)([O-])[O-].[Na+].[Na+]. Product: [CH2:16]([N:6]1[C@H:5]([CH3:8])[CH2:4][N:3]([C:9]([O:11][CH2:12][CH3:13])=[O:10])[C@@H:2]([CH3:1])[CH2:7]1)[CH:15]=[CH2:14]. The catalyst class is: 10. (5) Reactant: [Cl:1][C:2]1[CH:3]=[C:4]([CH:8]=[CH:9][CH:10]=1)[C:5](Cl)=[O:6].[S-:11][C:12]#[N:13].[K+].[Cl:15][C:16]1[CH:17]=[C:18]([CH:20]=[C:21]([F:23])[CH:22]=1)[NH2:19]. Product: [Cl:1][C:2]1[CH:3]=[C:4]([CH:8]=[CH:9][CH:10]=1)[C:5]([NH:13][C:12](=[S:11])[NH:19][C:18]1[CH:20]=[C:21]([F:23])[CH:22]=[C:16]([Cl:15])[CH:17]=1)=[O:6]. The catalyst class is: 10.